Task: Predict the reactants needed to synthesize the given product.. Dataset: Full USPTO retrosynthesis dataset with 1.9M reactions from patents (1976-2016) (1) Given the product [OH:2][CH:10]1[CH:11]2[CH:6]3[CH:7]([CH2:8][CH:9]1[CH2:12]3)[S:15](=[O:18])(=[O:17])[O:16]2, predict the reactants needed to synthesize it. The reactants are: C(O)=[O:2].OO.[C:6]12(C)[C:12](C)(C)[CH:9]([CH:10]=[CH:11]1)[CH2:8][CH:7]2[S:15]([O-:18])(=[O:17])=[O:16].[Na+].S([O-])([O-])=O.[Na+].[Na+].C(=O)([O-])O.[Na+]. (2) Given the product [F:1][C:2]1[C:7]([C:8]([F:10])([F:11])[F:9])=[CH:6][CH:5]=[CH:4][C:3]=1[CH:12]([C:13]1[NH:19][CH2:18][CH2:17][N:14]=1)[CH2:15][CH3:16], predict the reactants needed to synthesize it. The reactants are: [F:1][C:2]1[C:7]([C:8]([F:11])([F:10])[F:9])=[CH:6][CH:5]=[CH:4][C:3]=1[CH:12]([CH2:15][CH3:16])[C:13]#[N:14].[CH2:17](N)[CH2:18][NH2:19]. (3) Given the product [F:20][C:21]1[C:26]([F:27])=[CH:25][CH:24]=[CH:23][C:22]=1[O:28][C:2]1[CH:7]=[C:6]([O:8][CH2:9][C:10]#[C:11][CH2:12][CH3:13])[N:5]=[CH:4][N:3]=1, predict the reactants needed to synthesize it. The reactants are: Cl[C:2]1[CH:7]=[C:6]([O:8][CH2:9][C:10]#[C:11][CH2:12][CH3:13])[N:5]=[CH:4][N:3]=1.C(=O)([O-])[O-].[K+].[K+].[F:20][C:21]1[C:26]([F:27])=[CH:25][CH:24]=[CH:23][C:22]=1[OH:28].[Cl-].[NH4+]. (4) Given the product [Cl:17][C:4]1[CH:3]=[C:2]([NH2:1])[CH:7]=[C:6]([CH:8]([CH3:10])[CH3:9])[N:5]=1, predict the reactants needed to synthesize it. The reactants are: [NH2:1][C:2]1[CH:7]=[C:6]([CH:8]([CH3:10])[CH3:9])[NH:5][C:4](=O)[C:3]=1[N+]([O-])=O.O=P(Cl)(Cl)[Cl:17]. (5) Given the product [Br:1][C:2]1[CH:3]=[C:4]([CH:9]2[C:14]3[C:15](=[O:19])[N:16]([C:25]([O:27][CH3:28])=[O:26])[N:17]([CH3:18])[C:13]=3[NH:12][C:11]3[CH2:20][CH2:21][C:22](=[O:23])[C:10]2=3)[CH:5]=[CH:6][C:7]=1[F:8], predict the reactants needed to synthesize it. The reactants are: [Br:1][C:2]1[CH:3]=[C:4]([CH:9]2[C:14]3[C:15](=[O:19])[NH:16][N:17]([CH3:18])[C:13]=3[NH:12][C:11]3[CH2:20][CH2:21][C:22](=[O:23])[C:10]2=3)[CH:5]=[CH:6][C:7]=1[F:8].Cl[C:25]([O:27][CH3:28])=[O:26].N1C=CC=CC=1. (6) Given the product [NH2:84][C@H:56]([C:57]1[N:58]=[C:59]([C:78]#[C:79][C:80]([CH3:82])([OH:83])[CH3:81])[CH:60]=[CH:61][C:62]=1[C:63]1[C:64]2[N:65]([C:69]([NH:72][CH2:73][C:74]([F:75])([F:76])[F:77])=[N:70][N:71]=2)[CH:66]=[CH:67][CH:68]=1)[CH2:55][C:50]1[CH:51]=[C:52]([F:54])[CH:53]=[C:48]([F:47])[CH:49]=1, predict the reactants needed to synthesize it. The reactants are: OC(C(F)(F)F)=O.N[C@H](C1C(C2C=CC(Cl)=C3C=2N(C)N=C3NS(C)(=O)=O)=CC=C(C#CC(O)(C)C)N=1)CC1C=C(F)C=C(F)C=1.[F:47][C:48]1[CH:49]=[C:50]([CH2:55][C@H:56]([NH:84]C(=O)OC(C)(C)C)[C:57]2[C:62]([C:63]3[C:64]4[N:65]([C:69]([NH:72][CH2:73][C:74]([F:77])([F:76])[F:75])=[N:70][N:71]=4)[CH:66]=[CH:67][CH:68]=3)=[CH:61][CH:60]=[C:59]([C:78]#[C:79][C:80]([OH:83])([CH3:82])[CH3:81])[N:58]=2)[CH:51]=[C:52]([F:54])[CH:53]=1. (7) Given the product [C:30]([O:34][C:35]([N:37]1[C:41]2=[N:42][CH:43]=[C:44]([Cl:46])[CH:45]=[C:40]2[C:39]([CH2:47][C:19]2[C:18]([F:23])=[N:17][C:16]([N:7]([C:6]([O:5][C:1]([CH3:4])([CH3:3])[CH3:2])=[O:24])[CH2:8][C:9]3[CH:10]=[N:11][CH:12]=[C:13]([F:15])[CH:14]=3)=[CH:21][CH:20]=2)=[CH:38]1)=[O:36])([CH3:33])([CH3:32])[CH3:31], predict the reactants needed to synthesize it. The reactants are: [C:1]([O:5][C:6](=[O:24])[N:7]([C:16]1[CH:21]=[CH:20][C:19](Br)=[C:18]([F:23])[N:17]=1)[CH2:8][C:9]1[CH:10]=[N:11][CH:12]=[C:13]([F:15])[CH:14]=1)([CH3:4])([CH3:3])[CH3:2].C([Mg]Cl)(C)C.[C:30]([O:34][C:35]([N:37]1[C:41]2=[N:42][CH:43]=[C:44]([Cl:46])[CH:45]=[C:40]2[C:39]([CH2:47]Cl)=[CH:38]1)=[O:36])([CH3:33])([CH3:32])[CH3:31].N. (8) Given the product [Cl:13][C:14]1[N:19]=[C:18]([CH:10]([CH:2]2[NH:1][C:5]3[CH:6]=[CH:7][CH:8]=[CH:9][C:4]=3[NH:3]2)[C:11]#[N:12])[C:17]([CH3:21])=[CH:16][N:15]=1, predict the reactants needed to synthesize it. The reactants are: [N:1]1[C:5]2[CH:6]=[CH:7][CH:8]=[CH:9][C:4]=2[NH:3][C:2]=1[CH2:10][C:11]#[N:12].[Cl:13][C:14]1[N:19]=[C:18](Cl)[C:17]([CH3:21])=[CH:16][N:15]=1. (9) Given the product [F:1][C:2]1[CH:3]=[CH:4][C:5]([C:8]2[N:9]=[C:10]([C:45]3[CH:46]=[CH:47][CH:48]=[CH:49][CH:50]=3)[N:11]([CH2:23][CH2:24][C@H:25]3[O:30][B:29]([C:31]4[CH:32]=[CH:33][CH:34]=[CH:35][CH:36]=4)[O:28][C@@H:27]([CH2:37][C:38]([O:40][C:41]([CH3:44])([CH3:42])[CH3:43])=[O:39])[CH2:26]3)[C:12]=2[C:13]2[CH:18]=[CH:17][N:16]=[C:15]([S:19]([CH2:20][CH2:21][CH3:22])(=[O:51])=[O:57])[N:14]=2)=[CH:6][CH:7]=1, predict the reactants needed to synthesize it. The reactants are: [F:1][C:2]1[CH:7]=[CH:6][C:5]([C:8]2[N:9]=[C:10]([C:45]3[CH:50]=[CH:49][CH:48]=[CH:47][CH:46]=3)[N:11]([CH2:23][CH2:24][C@H:25]3[O:30][B:29]([C:31]4[CH:36]=[CH:35][CH:34]=[CH:33][CH:32]=4)[O:28][C@@H:27]([CH2:37][C:38]([O:40][C:41]([CH3:44])([CH3:43])[CH3:42])=[O:39])[CH2:26]3)[C:12]=2[C:13]2[CH:18]=[CH:17][N:16]=[C:15]([S:19][CH2:20][CH2:21][CH3:22])[N:14]=2)=[CH:4][CH:3]=1.[OH:51]OS([O-])=O.[K+].[OH2:57].